Dataset: Full USPTO retrosynthesis dataset with 1.9M reactions from patents (1976-2016). Task: Predict the reactants needed to synthesize the given product. (1) Given the product [CH:3]1([C:7]2[C:12]([C:13]([OH:15])=[O:14])=[CH:11][N:10]=[C:9]([NH:17][C@H:18]3[CH2:22][CH2:21][O:20][CH2:19]3)[N:8]=2)[CH2:4][CH2:5][CH2:6]1, predict the reactants needed to synthesize it. The reactants are: [OH-].[Na+].[CH:3]1([C:7]2[C:12]([C:13]([O:15]C)=[O:14])=[CH:11][N:10]=[C:9]([NH:17][C@H:18]3[CH2:22][CH2:21][O:20][CH2:19]3)[N:8]=2)[CH2:6][CH2:5][CH2:4]1. (2) Given the product [CH3:1][O:2][CH:3]([O:11][CH3:12])[C:4]1[S:5][CH:6]=[C:7]([CH2:9][N:14]([CH3:15])[CH3:13])[N:8]=1, predict the reactants needed to synthesize it. The reactants are: [CH3:1][O:2][CH:3]([O:11][CH3:12])[C:4]1[S:5][CH:6]=[C:7]([CH:9]=O)[N:8]=1.[CH3:13][NH:14][CH3:15].[BH4-].[Na+]. (3) The reactants are: [CH3:1][O:2][C:3]1[C:8]2[N:9]=[C:10]([NH2:12])[S:11][C:7]=2[C:6]([N:13]2[CH2:18][CH2:17][O:16][CH2:15][CH2:14]2)=[CH:5][CH:4]=1.N1C=CC=CC=1.Cl[C:26](OC1C=CC=CC=1)=[O:27].[C@H:35]12[CH2:41][C@H:38]([NH:39][CH2:40]1)[CH2:37][O:36]2.C(=O)([O-])[O-].[Na+].[Na+]. Given the product [CH3:1][O:2][C:3]1[C:8]2[N:9]=[C:10]([NH:12][C:26]([N:39]3[CH2:40][C@@H:35]4[CH2:41][C@H:38]3[CH2:37][O:36]4)=[O:27])[S:11][C:7]=2[C:6]([N:13]2[CH2:18][CH2:17][O:16][CH2:15][CH2:14]2)=[CH:5][CH:4]=1, predict the reactants needed to synthesize it. (4) Given the product [OH:24][CH:23]([C:22]1[CH:21]=[CH:20][C:19]([O:18][CH2:11][C:12]2[CH:13]=[CH:14][CH:15]=[CH:16][CH:17]=2)=[CH:26][CH:25]=1)[CH:29]([O:28][CH3:27])[C:30]([O:32][CH3:33])=[O:31], predict the reactants needed to synthesize it. The reactants are: C[Si]([N-][Si](C)(C)C)(C)C.[Na+].[CH2:11]([O:18][C:19]1[CH:26]=[CH:25][C:22]([CH:23]=[O:24])=[CH:21][CH:20]=1)[C:12]1[CH:17]=[CH:16][CH:15]=[CH:14][CH:13]=1.[CH3:27][O:28][CH2:29][C:30]([O:32][CH3:33])=[O:31].Cl. (5) The reactants are: Cl[S:2]([C:5]1[CH:14]=[CH:13][C:8]([C:9]([O:11][CH3:12])=[O:10])=[CH:7][CH:6]=1)(=[O:4])=[O:3].[S:15]1[CH:19]=[CH:18][CH:17]=[C:16]1[CH2:20][NH2:21]. Given the product [S:15]1[CH:19]=[CH:18][CH:17]=[C:16]1[CH2:20][NH:21][S:2]([C:5]1[CH:14]=[CH:13][C:8]([C:9]([O:11][CH3:12])=[O:10])=[CH:7][CH:6]=1)(=[O:4])=[O:3], predict the reactants needed to synthesize it. (6) Given the product [Br:14][C:11]1[CH:10]=[CH:9][C:8]([C:7]2[N:16]([C:18]3[N:23]=[CH:22][C:21]([S:24]([NH2:27])(=[O:26])=[O:25])=[CH:20][CH:19]=3)[N:17]=[C:4]([CH3:5])[N:6]=2)=[CH:13][CH:12]=1, predict the reactants needed to synthesize it. The reactants are: C(O[C:4](=[N:6][C:7](=O)[C:8]1[CH:13]=[CH:12][C:11]([Br:14])=[CH:10][CH:9]=1)[CH3:5])C.[NH:16]([C:18]1[N:23]=[CH:22][C:21]([S:24]([NH2:27])(=[O:26])=[O:25])=[CH:20][CH:19]=1)[NH2:17].O. (7) Given the product [CH3:21][C:22]1[N:27]=[C:26]([C:28]2[CH:33]=[CH:32][CH:31]=[CH:30][CH:29]=2)[C:25]([C:34]([N:2]2[C@H:3]([CH2:7][NH:8][C:9]([C:11]3[C:20]4[O:19][CH2:18][CH2:17][O:16][C:15]=4[CH:14]=[CH:13][CH:12]=3)=[O:10])[CH2:4][C@H:5]3[C@@H:1]2[CH2:6]3)=[O:35])=[CH:24][N:23]=1, predict the reactants needed to synthesize it. The reactants are: [C@H:1]12[CH2:6][C@H:5]1[CH2:4][C@@H:3]([CH2:7][NH:8][C:9]([C:11]1[C:20]3[O:19][CH2:18][CH2:17][O:16][C:15]=3[CH:14]=[CH:13][CH:12]=1)=[O:10])[NH:2]2.[CH3:21][C:22]1[N:27]=[C:26]([C:28]2[CH:33]=[CH:32][CH:31]=[CH:30][CH:29]=2)[C:25]([C:34](O)=[O:35])=[CH:24][N:23]=1.